This data is from Full USPTO retrosynthesis dataset with 1.9M reactions from patents (1976-2016). The task is: Predict the reactants needed to synthesize the given product. (1) Given the product [Cl:1][C:2]1[CH:3]=[CH:4][C:5]([N:8]2[C:12]([CH3:13])=[N:11][N:10]=[C:9]2[N:14]2[CH2:19][CH2:18][CH:17]([NH:20][C:21]3[C:26]([NH2:27])=[CH:25][CH:24]=[CH:23][N:22]=3)[CH2:16][CH2:15]2)=[CH:6][CH:7]=1, predict the reactants needed to synthesize it. The reactants are: [Cl:1][C:2]1[CH:7]=[CH:6][C:5]([N:8]2[C:12]([CH3:13])=[N:11][N:10]=[C:9]2[N:14]2[CH2:19][CH2:18][CH:17]([NH:20][C:21]3[C:26]([N+:27]([O-])=O)=[CH:25][CH:24]=[CH:23][N:22]=3)[CH2:16][CH2:15]2)=[CH:4][CH:3]=1.O1CCCC1.[H][H]. (2) Given the product [F:1][C:2]([F:13])([F:12])[O:3][C:4]1[CH:11]=[CH:10][C:7](/[CH:8]=[CH:29]/[C:28]2[CH:49]=[CH:50][C:25]([C:23]([O:22][CH3:21])=[O:24])=[CH:26][CH:27]=2)=[CH:6][CH:5]=1, predict the reactants needed to synthesize it. The reactants are: [F:1][C:2]([F:13])([F:12])[O:3][C:4]1[CH:11]=[CH:10][C:7]([CH:8]=O)=[CH:6][CH:5]=1.C([O-])([O-])=O.[K+].[K+].[Br-].[CH3:21][O:22][C:23]([C:25]1[CH:50]=[CH:49][C:28]([CH2:29][P+](C2C=CC=CC=2)(C2C=CC=CC=2)C2C=CC=CC=2)=[CH:27][CH:26]=1)=[O:24]. (3) Given the product [F:45][C:2]([F:1])([F:44])[CH2:3][CH2:4][C@@H:5]([C:20](=[O:43])[NH:21][CH:22]1[C:28](=[O:29])[NH:27][C:26]2[C:30]([CH2:34][OH:35])=[CH:31][CH:32]=[CH:33][C:25]=2[C:24]([C:36]2[CH:41]=[CH:40][CH:39]=[C:38]([F:42])[CH:37]=2)=[N:23]1)[C@H:6]([CH2:14][CH2:15][C:16]([F:17])([F:18])[F:19])[C:7]([OH:9])=[O:8], predict the reactants needed to synthesize it. The reactants are: [F:1][C:2]([F:45])([F:44])[CH2:3][CH2:4][C@@H:5]([C:20](=[O:43])[NH:21][CH:22]1[C:28](=[O:29])[NH:27][C:26]2[C:30]([CH2:34][OH:35])=[CH:31][CH:32]=[CH:33][C:25]=2[C:24]([C:36]2[CH:41]=[CH:40][CH:39]=[C:38]([F:42])[CH:37]=2)=[N:23]1)[C@H:6]([CH2:14][CH2:15][C:16]([F:19])([F:18])[F:17])[C:7]([O:9]C(C)(C)C)=[O:8].C(O)(C(F)(F)F)=O. (4) Given the product [CH3:8][O:9][C:10](=[O:25])[CH2:11][C:12]1[C:21]([CH3:22])=[C:20]([O:23][S:28]([C:27]([F:40])([F:39])[F:26])(=[O:30])=[O:29])[C:19]2[C:14](=[CH:15][CH:16]=[C:17]([Cl:24])[CH:18]=2)[CH:13]=1, predict the reactants needed to synthesize it. The reactants are: C(N(CC)CC)C.[CH3:8][O:9][C:10](=[O:25])[CH2:11][C:12]1[C:21]([CH3:22])=[C:20]([OH:23])[C:19]2[C:14](=[CH:15][CH:16]=[C:17]([Cl:24])[CH:18]=2)[CH:13]=1.[F:26][C:27]([F:40])([F:39])[S:28](O[S:28]([C:27]([F:40])([F:39])[F:26])(=[O:30])=[O:29])(=[O:30])=[O:29].C(OCC)(=O)C.CCCCCC. (5) Given the product [Cl:1][C:2]1[N:7]=[C:6]([C:8]([NH:28][C:29]2[C:30]([CH3:40])=[CH:31][C:32]([C:33]([O:35][CH3:36])=[O:34])=[CH:37][C:38]=2[CH3:39])=[O:10])[C:5]([CH3:13])=[CH:4][CH:3]=1, predict the reactants needed to synthesize it. The reactants are: [Cl:1][C:2]1[N:7]=[C:6]([C:8]([O-:10])=O)[CH:5]=[CH:4][CH:3]=1.[K+].O=[C:13]1N([ClH]P([ClH]N2CCOC2=O)=O)CCO1.[NH2:28][C:29]1[C:38]([CH3:39])=[CH:37][C:32]([C:33]([O:35][CH3:36])=[O:34])=[CH:31][C:30]=1[CH3:40].C(N(C(C)C)CC)(C)C. (6) Given the product [N+:1]([C:4]1[CH:5]=[CH:6][C:7]([O:27][C:28]2[CH:37]=[C:36]3[C:31]([C:32](=[O:44])[CH2:33][CH:34]([C:38]4[CH:43]=[CH:42][CH:41]=[CH:40][CH:39]=4)[O:35]3)=[CH:30][CH:29]=2)=[N:8][CH:9]=1)([O-:3])=[O:2], predict the reactants needed to synthesize it. The reactants are: [N+:1]([C:4]1[CH:5]=[CH:6][C:7](OC2C=C3C(=CC=2)OC(C2C=CC=CC=2)CC3)=[N:8][CH:9]=1)([O-:3])=[O:2].[OH:27][C:28]1[CH:37]=[C:36]2[C:31]([C:32](=[O:44])[CH2:33][CH:34]([C:38]3[CH:43]=[CH:42][CH:41]=[CH:40][CH:39]=3)[O:35]2)=[CH:30][CH:29]=1. (7) Given the product [N:1]1[CH:2]=[N:3][N:4]2[CH:9]=[CH:8][C:7]([O:10][C:11]3[CH:16]=[CH:15][C:14]([NH:17][C:18]4[C:27]5[C:22](=[CH:23][CH:24]=[C:25]([NH:28][C:29]6[O:34][CH2:33][C:32]([CH3:36])([CH3:35])[N:31]=6)[CH:26]=5)[N:21]=[CH:20][N:19]=4)=[CH:13][C:12]=3[CH3:37])=[CH:6][C:5]=12, predict the reactants needed to synthesize it. The reactants are: [N:1]1[CH:2]=[N:3][N:4]2[CH:9]=[CH:8][C:7]([O:10][C:11]3[CH:16]=[CH:15][C:14]([NH:17][C:18]4[C:27]5[C:22](=[CH:23][CH:24]=[C:25]([NH:28][C:29]([NH:31][C:32]([CH3:36])([CH3:35])[CH2:33][OH:34])=S)[CH:26]=5)[N:21]=[CH:20][N:19]=4)=[CH:13][C:12]=3[CH3:37])=[CH:6][C:5]=12.O.